From a dataset of Full USPTO retrosynthesis dataset with 1.9M reactions from patents (1976-2016). Predict the reactants needed to synthesize the given product. Given the product [NH2:1][C:2]1[C:3]([C:7]2[N:8]([C:9]3[CH:14]=[CH:13][CH:12]=[C:11]([Cl:15])[CH:10]=3)[C:23](=[O:24])[O:17][N:16]=2)=[N:4][O:5][N:6]=1, predict the reactants needed to synthesize it. The reactants are: [NH2:1][C:2]1[C:3]([C:7](=[N:16][OH:17])[NH:8][C:9]2[CH:14]=[CH:13][CH:12]=[C:11]([Cl:15])[CH:10]=2)=[N:4][O:5][N:6]=1.C1N=CN([C:23](N2C=NC=C2)=[O:24])C=1.